The task is: Regression. Given a peptide amino acid sequence and an MHC pseudo amino acid sequence, predict their binding affinity value. This is MHC class II binding data.. This data is from Peptide-MHC class II binding affinity with 134,281 pairs from IEDB. (1) The peptide sequence is PCRAGFETNVSHNVQ. The MHC is DRB1_0901 with pseudo-sequence DRB1_0901. The binding affinity (normalized) is 0.410. (2) The peptide sequence is RIDTPEVLKGPFTVR. The MHC is DRB1_0401 with pseudo-sequence DRB1_0401. The binding affinity (normalized) is 0.220. (3) The peptide sequence is PDNVKPIYIVTPTNA. The MHC is DRB1_0405 with pseudo-sequence DRB1_0405. The binding affinity (normalized) is 0.571. (4) The peptide sequence is AAATAGTTVYHAFAA. The binding affinity (normalized) is 0.0689. The MHC is HLA-DPA10103-DPB10401 with pseudo-sequence HLA-DPA10103-DPB10401. (5) The peptide sequence is GELQIVDKIPAAFKI. The MHC is DRB5_0101 with pseudo-sequence DRB5_0101. The binding affinity (normalized) is 0.864. (6) The peptide sequence is IAYQEDEFFECFKYL. The MHC is DRB1_0101 with pseudo-sequence DRB1_0101. The binding affinity (normalized) is 0.327. (7) The peptide sequence is GKAVHVSPGMLDAQAY. The MHC is DRB1_0101 with pseudo-sequence DRB1_0101. The binding affinity (normalized) is 0.